This data is from Full USPTO retrosynthesis dataset with 1.9M reactions from patents (1976-2016). The task is: Predict the reactants needed to synthesize the given product. (1) The reactants are: [H-].[Na+].[NH:3]1[CH:7]=[CH:6][N:5]=[CH:4]1.Cl[CH2:9][C:10]([N:12]([O:14][CH3:15])[CH3:13])=[O:11]. Given the product [N:3]1([CH2:9][C:10]([N:12]([O:14][CH3:15])[CH3:13])=[O:11])[CH:7]=[CH:6][N:5]=[CH:4]1, predict the reactants needed to synthesize it. (2) Given the product [CH2:32]([O:31][C:28]1[CH:27]=[CH:26][C:25]([N:7]2[C:8]3[C:13](=[CH:12][C:11]([O:14][C:15]4[CH:20]=[CH:19][C:18]([O:21][CH:22]([CH3:24])[CH3:23])=[CH:17][CH:16]=4)=[CH:10][CH:9]=3)[C:5]([C:3]([OH:4])=[O:2])=[C:6]2[CH2:39][C:40]([OH:42])=[O:41])=[CH:30][CH:29]=1)[C:33]1[CH:34]=[CH:35][CH:36]=[CH:37][CH:38]=1, predict the reactants needed to synthesize it. The reactants are: C[O:2][C:3]([C:5]1[C:13]2[C:8](=[CH:9][CH:10]=[C:11]([O:14][C:15]3[CH:20]=[CH:19][C:18]([O:21][CH:22]([CH3:24])[CH3:23])=[CH:17][CH:16]=3)[CH:12]=2)[N:7]([C:25]2[CH:30]=[CH:29][C:28]([O:31][CH2:32][C:33]3[CH:38]=[CH:37][CH:36]=[CH:35][CH:34]=3)=[CH:27][CH:26]=2)[C:6]=1[CH2:39][C:40]([O:42]C)=[O:41])=[O:4].[OH-].[Na+].O1CCOCC1.Cl. (3) Given the product [CH:22]([O:21][C:19]([C:17]1[N:16]([CH:8]2[C:9]3[C:4](=[C:3]([O:2][CH3:1])[CH:12]=[CH:11][CH:10]=3)[CH2:5][CH2:6][CH2:7]2)[CH:15]=[N:14][CH:18]=1)=[O:20])([CH3:24])[CH3:23], predict the reactants needed to synthesize it. The reactants are: [CH3:1][O:2][C:3]1[CH:12]=[CH:11][CH:10]=[C:9]2[C:4]=1[CH2:5][CH2:6][CH2:7][CH:8]2O.[NH:14]1[CH:18]=[C:17]([C:19]([O:21][CH:22]([CH3:24])[CH3:23])=[O:20])[N:16]=[CH:15]1.C1(P(C2C=CC=CC=2)C2C=CC=CC=2)C=CC=CC=1.N(C(OC(C)C)=O)=NC(OC(C)C)=O. (4) Given the product [CH3:20][N:12]([C:6]1[N:7]=[CH:8][C:9]2[C:4]([CH:5]=1)=[CH:3][C:2]([B:21]1[O:25][C:24]([CH3:27])([CH3:26])[C:23]([CH3:29])([CH3:28])[O:22]1)=[CH:11][CH:10]=2)[C:13](=[O:19])[O:14][C:15]([CH3:18])([CH3:17])[CH3:16], predict the reactants needed to synthesize it. The reactants are: Br[C:2]1[CH:3]=[C:4]2[C:9](=[CH:10][CH:11]=1)[CH:8]=[N:7][C:6]([N:12]([CH3:20])[C:13](=[O:19])[O:14][C:15]([CH3:18])([CH3:17])[CH3:16])=[CH:5]2.[B:21]1([B:21]2[O:25][C:24]([CH3:27])([CH3:26])[C:23]([CH3:29])([CH3:28])[O:22]2)[O:25][C:24]([CH3:27])([CH3:26])[C:23]([CH3:29])([CH3:28])[O:22]1.C([O-])(=O)C.[K+]. (5) Given the product [CH3:14][S:15]([O:1][C@H:2]1[CH2:6][CH2:5][N:4]([S:15]([CH3:14])(=[O:17])=[O:16])[CH2:3]1)(=[O:17])=[O:16], predict the reactants needed to synthesize it. The reactants are: [OH:1][C@H:2]1[CH2:6][CH2:5][NH:4][CH2:3]1.C(N(CC)CC)C.[CH3:14][S:15](Cl)(=[O:17])=[O:16]. (6) Given the product [N+:13]([C:5]1[CH:4]=[C:3]([OH:2])[CH:8]=[C:7]([C:9]([F:10])([F:11])[F:12])[CH:6]=1)([O-:15])=[O:14], predict the reactants needed to synthesize it. The reactants are: C[O:2][C:3]1[CH:8]=[C:7]([C:9]([F:12])([F:11])[F:10])[CH:6]=[C:5]([N+:13]([O-:15])=[O:14])[CH:4]=1.B(Br)(Br)Br.CCOC(C)=O.